Dataset: Reaction yield outcomes from USPTO patents with 853,638 reactions. Task: Predict the reaction yield, written as a fraction of the theoretical maximum amount of product (1.0 means a 100% yield; for example, 0.34 means a 34% yield). The reactants are [Cl:1][C:2]1[CH:6]=[N:5][N:4]([CH3:7])[C:3]=1[C:8]1[CH:9]=[C:10]([NH2:16])[CH:11]=[CH:12][C:13]=1[O:14][CH3:15].[CH:17]([C:20]1[CH:25]=[CH:24][C:23]([N:26]=[C:27]=[O:28])=[CH:22][CH:21]=1)([CH3:19])[CH3:18]. No catalyst specified. The product is [Cl:1][C:2]1[CH:6]=[N:5][N:4]([CH3:7])[C:3]=1[C:8]1[CH:9]=[C:10]([NH:16][C:27]([NH:26][C:23]2[CH:24]=[CH:25][C:20]([CH:17]([CH3:19])[CH3:18])=[CH:21][CH:22]=2)=[O:28])[CH:11]=[CH:12][C:13]=1[O:14][CH3:15]. The yield is 0.0200.